The task is: Predict the product of the given reaction.. This data is from Forward reaction prediction with 1.9M reactions from USPTO patents (1976-2016). (1) Given the reactants [NH2:1][C:2]1[C:11]([CH3:12])=[C:10]2[C:5]([CH:6]=[C:7]([CH:13]=O)[CH:8]=[N:9]2)=[CH:4][CH:3]=1.[NH:15]1[CH2:19][CH2:18][CH2:17][CH2:16]1.C(=O)([O-])O.[Na+], predict the reaction product. The product is: [CH3:12][C:11]1[C:2]([NH2:1])=[CH:3][CH:4]=[C:5]2[C:10]=1[N:9]=[CH:8][C:7]([CH2:13][N:15]1[CH2:19][CH2:18][CH2:17][CH2:16]1)=[CH:6]2. (2) Given the reactants [CH3:1][C:2]1([CH3:26])[CH2:7][CH:6]([N:8]2[CH2:13][CH2:12][N:11](C(OCC3C=CC=CC=3)=O)[CH2:10][CH2:9]2)[CH2:5][C:4]([CH3:25])([CH3:24])[NH:3]1, predict the reaction product. The product is: [CH3:1][C:2]1([CH3:26])[CH2:7][CH:6]([N:8]2[CH2:13][CH2:12][NH:11][CH2:10][CH2:9]2)[CH2:5][C:4]([CH3:25])([CH3:24])[NH:3]1. (3) Given the reactants [NH2:1][C:2]1[C:7]([C:8]#[N:9])=[C:6]([NH:10][CH:11]([C:13]2[CH:14]=[C:15]3[N:20]([C:21]=2[C:22]#[C:23][CH2:24][O:25][Si](C(C)C)(C(C)C)C(C)C)[CH:19]=[CH:18][CH:17]=[CH:16]3)[CH3:12])[N:5]=[CH:4][N:3]=1.[F-].C([N+](CCCC)(CCCC)CCCC)CCC, predict the reaction product. The product is: [NH2:1][C:2]1[C:7]([C:8]#[N:9])=[C:6]([NH:10][CH:11]([C:13]2[CH:14]=[C:15]3[N:20]([C:21]=2[C:22]#[C:23][CH2:24][OH:25])[CH:19]=[CH:18][CH:17]=[CH:16]3)[CH3:12])[N:5]=[CH:4][N:3]=1.